From a dataset of Full USPTO retrosynthesis dataset with 1.9M reactions from patents (1976-2016). Predict the reactants needed to synthesize the given product. (1) The reactants are: C[NH2:2].[C:3]([O:13]C)(=O)[C@H:4]([C:6]1[CH:11]=[CH:10][CH:9]=[CH:8][CH:7]=1)[OH:5]. Given the product [C:3]([NH2:2])(=[O:13])[C@H:4]([C:6]1[CH:11]=[CH:10][CH:9]=[CH:8][CH:7]=1)[OH:5], predict the reactants needed to synthesize it. (2) Given the product [N:1]1([CH2:7][C:8]2[CH:13]=[CH:12][C:11]([C:14]#[C:15][C:16]3[CH:23]=[CH:22][C:19]([C:20]([OH:26])=[O:25])=[CH:18][CH:17]=3)=[CH:10][CH:9]=2)[CH2:6][CH2:5][O:4][CH2:3][CH2:2]1, predict the reactants needed to synthesize it. The reactants are: [N:1]1([CH2:7][C:8]2[CH:13]=[CH:12][C:11]([C:14]#[C:15][C:16]3[CH:23]=[CH:22][C:19]([C:20]#N)=[CH:18][CH:17]=3)=[CH:10][CH:9]=2)[CH2:6][CH2:5][O:4][CH2:3][CH2:2]1.[Li+].[OH-:25].[OH2:26].